Dataset: Forward reaction prediction with 1.9M reactions from USPTO patents (1976-2016). Task: Predict the product of the given reaction. (1) Given the reactants [N:1]1([C:9]2[CH:14]=[CH:13][C:12]([C:15]3[CH:20]=[CH:19][C:18]([N:21]4[C:26](=[O:27])[CH:25]=[CH:24][CH:23]=[N:22]4)=[CH:17][CH:16]=3)=[CH:11][CH:10]=2)[CH2:5][CH2:4][C@@H:3]2[CH2:6][NH:7][CH2:8][C@H:2]12.C=O.[C:30](O[BH-](OC(=O)C)OC(=O)C)(=O)C.[Na+].Cl.[OH-].[Na+], predict the reaction product. The product is: [CH3:30][N:7]1[CH2:6][C@@H:3]2[C@@H:2]([N:1]([C:9]3[CH:14]=[CH:13][C:12]([C:15]4[CH:20]=[CH:19][C:18]([N:21]5[C:26](=[O:27])[CH:25]=[CH:24][CH:23]=[N:22]5)=[CH:17][CH:16]=4)=[CH:11][CH:10]=3)[CH2:5][CH2:4]2)[CH2:8]1. (2) Given the reactants [F:1][C:2]1[CH:3]=[CH:4][C:5]([CH2:8][O:9][C:10]2[CH:15]=[N:14][N:13]([C:16]3[CH:21]=[CH:20][C:19]4[C:22]5[CH2:23][NH:24][CH2:25][CH2:26][C:27]=5[O:28][C:18]=4[CH:17]=3)[C:12](=[O:29])[CH:11]=2)=[N:6][CH:7]=1.[ClH:30].CCOCC, predict the reaction product. The product is: [ClH:30].[F:1][C:2]1[CH:3]=[CH:4][C:5]([CH2:8][O:9][C:10]2[CH:15]=[N:14][N:13]([C:16]3[CH:21]=[CH:20][C:19]4[C:22]5[CH2:23][NH:24][CH2:25][CH2:26][C:27]=5[O:28][C:18]=4[CH:17]=3)[C:12](=[O:29])[CH:11]=2)=[N:6][CH:7]=1. (3) Given the reactants Cl[C:2]1[CH:7]=[C:6]([CH2:8][C@H:9]2[C:12](=[O:13])[N:11]([C:14](=[O:27])[NH:15][C@@H:16]([CH:21]3[CH2:26][CH2:25][CH2:24][CH2:23][CH2:22]3)[C:17]([F:20])([F:19])[F:18])[C@@H:10]2[C:28]([O:30]CC2C=CC(OC)=CC=2)=[O:29])[CH:5]=[CH:4][N:3]=1.[F:40][C:41]([F:46])([F:45])[C:42]([OH:44])=[O:43].C(N(CC)CC)C, predict the reaction product. The product is: [F:40][C:41]([F:46])([F:45])[C:42]([OH:44])=[O:43].[CH:21]1([C@H:16]([NH:15][C:14]([N:11]2[C:12](=[O:13])[C@H:9]([CH2:8][C:6]3[CH:5]=[CH:4][N:3]=[CH:2][CH:7]=3)[C@H:10]2[C:28]([OH:30])=[O:29])=[O:27])[C:17]([F:19])([F:18])[F:20])[CH2:26][CH2:25][CH2:24][CH2:23][CH2:22]1. (4) Given the reactants Br[C:2]1[CH:3]=[C:4]([NH:10][C:11]2[CH:16]=[CH:15][C:14]([N:17]3[CH2:22][C@@H:21]([CH3:23])[N:20]([CH:24]4[CH2:27][O:26][CH2:25]4)[CH2:19][C@@H:18]3[CH3:28])=[CH:13][N:12]=2)[C:5](=[O:9])[N:6]([CH3:8])[CH:7]=1.[B:29]1([B:29]2[O:33][C:32]([CH3:35])([CH3:34])[C:31]([CH3:37])([CH3:36])[O:30]2)[O:33][C:32]([CH3:35])([CH3:34])[C:31]([CH3:37])([CH3:36])[O:30]1.CC(C1C=C(C(C)C)C(C2C=CC=CC=2P(C2CCCCC2)C2CCCCC2)=C(C(C)C)C=1)C.C([O-])(=O)C.[K+], predict the reaction product. The product is: [CH3:28][C@H:18]1[CH2:19][N:20]([CH:24]2[CH2:27][O:26][CH2:25]2)[C@H:21]([CH3:23])[CH2:22][N:17]1[C:14]1[CH:15]=[CH:16][C:11]([NH:10][C:4]2[C:5](=[O:9])[N:6]([CH3:8])[CH:7]=[C:2]([B:29]3[O:33][C:32]([CH3:35])([CH3:34])[C:31]([CH3:37])([CH3:36])[O:30]3)[CH:3]=2)=[N:12][CH:13]=1.